Regression. Given a peptide amino acid sequence and an MHC pseudo amino acid sequence, predict their binding affinity value. This is MHC class I binding data. From a dataset of Peptide-MHC class I binding affinity with 185,985 pairs from IEDB/IMGT. The peptide sequence is RSLFNTIAVLY. The MHC is HLA-B15:09 with pseudo-sequence HLA-B15:09. The binding affinity (normalized) is 0.0847.